From a dataset of Reaction yield outcomes from USPTO patents with 853,638 reactions. Predict the reaction yield, written as a fraction of the theoretical maximum amount of product (1.0 means a 100% yield; for example, 0.34 means a 34% yield). (1) The yield is 0.680. The reactants are [C:1]([CH2:3][C:4](O)=O)#[N:2].N1[CH2:12][CH2:11][CH2:10][CH2:9][CH2:8]1. The catalyst is C(Cl)(Cl)Cl. The product is [NH:2]1[C:12]2[C:4](=[CH:8][CH:9]=[CH:10][CH:11]=2)[CH:3]=[CH:1]1. (2) The reactants are [CH2:1]([S:8][C:9]1[CH:10]=[C:11]2[C:16](=[CH:17][CH:18]=1)[N:15]([C:19]1[CH:24]=[C:23]([F:25])[C:22](Br)=[CH:21][C:20]=1[O:27][CH3:28])[C:14]([CH3:29])=[CH:13][C:12]2=[O:30])[C:2]1[CH:7]=[CH:6][CH:5]=[CH:4][CH:3]=1.[F:31][C:32]1[CH:33]=[C:34](B(O)O)[CH:35]=[CH:36][CH:37]=1.C(=O)([O-])[O-].[K+].[K+]. The catalyst is O1CCOCC1.O.C1C=CC([P]([Pd]([P](C2C=CC=CC=2)(C2C=CC=CC=2)C2C=CC=CC=2)([P](C2C=CC=CC=2)(C2C=CC=CC=2)C2C=CC=CC=2)[P](C2C=CC=CC=2)(C2C=CC=CC=2)C2C=CC=CC=2)(C2C=CC=CC=2)C2C=CC=CC=2)=CC=1. The product is [CH2:1]([S:8][C:9]1[CH:10]=[C:11]2[C:16](=[CH:17][CH:18]=1)[N:15]([C:19]1[C:20]([O:27][CH3:28])=[CH:21][C:22]([C:36]3[CH:35]=[CH:34][CH:33]=[C:32]([F:31])[CH:37]=3)=[C:23]([F:25])[CH:24]=1)[C:14]([CH3:29])=[CH:13][C:12]2=[O:30])[C:2]1[CH:7]=[CH:6][CH:5]=[CH:4][CH:3]=1. The yield is 0.970. (3) The yield is 0.490. The product is [C:35]([N:27]1[C:28]2[C:33](=[CH:32][C:31]([C:9]3[CH2:14][CH2:13][N:12]([C:15]([O:17][C:18]([CH3:19])([CH3:20])[CH3:21])=[O:16])[CH2:11][CH:10]=3)=[CH:30][CH:29]=2)[C@H:24]([NH2:23])[C@@H:25]([CH3:41])[C@@H:26]1[CH:38]1[CH2:40][CH2:39]1)(=[O:37])[CH3:36]. The reactants are CC1(C)C(C)(C)OB([C:9]2[CH2:14][CH2:13][N:12]([C:15]([O:17][C:18]([CH3:21])([CH3:20])[CH3:19])=[O:16])[CH2:11][CH:10]=2)O1.[NH2:23][C@H:24]1[C:33]2[C:28](=[CH:29][CH:30]=[C:31](Br)[CH:32]=2)[N:27]([C:35](=[O:37])[CH3:36])[C@H:26]([CH:38]2[CH2:40][CH2:39]2)[C@@H:25]1[CH3:41].C(=O)([O-])[O-].[Cs+].[Cs+].O. The catalyst is O1CCOCC1.C1C=CC([P]([Pd]([P](C2C=CC=CC=2)(C2C=CC=CC=2)C2C=CC=CC=2)([P](C2C=CC=CC=2)(C2C=CC=CC=2)C2C=CC=CC=2)[P](C2C=CC=CC=2)(C2C=CC=CC=2)C2C=CC=CC=2)(C2C=CC=CC=2)C2C=CC=CC=2)=CC=1. (4) The reactants are [O:1]1[CH:5]=[C:4]([C:6]2[CH:11]=[CH:10][C:9]([C:12](=[O:14])[CH3:13])=[CH:8][CH:7]=2)[N:3]=[CH:2]1.[F:15][C:16]([F:23])([F:22])[C:17](OCC)=[O:18].C[O-].[Na+].Cl. No catalyst specified. The product is [F:15][C:16]([F:23])([F:22])[C:17](=[O:18])[CH2:13][C:12]([C:9]1[CH:8]=[CH:7][C:6]([C:4]2[N:3]=[CH:2][O:1][CH:5]=2)=[CH:11][CH:10]=1)=[O:14]. The yield is 0.990. (5) The reactants are [Cl:1][C:2]1[CH:3]=[C:4](B(O)O)[CH:5]=[CH:6][CH:7]=1.[Cl:11][C:12]1[C:13]([C:19]#[N:20])=[N:14][CH:15]=[C:16](Cl)[CH:17]=1.C([O-])([O-])=O.[K+].[K+].CN(C)C=O. The catalyst is C1C=CC(P(C2C=CC=CC=2)[C-]2C=CC=C2)=CC=1.C1C=CC(P(C2C=CC=CC=2)[C-]2C=CC=C2)=CC=1.Cl[Pd]Cl.[Fe+2].C(OCC)(=O)C.CO.O. The product is [Cl:1][C:2]1[CH:3]=[C:4]([C:16]2[CH:17]=[C:12]([Cl:11])[C:13]([C:19]#[N:20])=[N:14][CH:15]=2)[CH:5]=[CH:6][CH:7]=1. The yield is 0.730. (6) The reactants are [Br:1][C:2]1[CH:13]=[CH:12][CH:11]=[CH:10][C:3]=1[CH2:4][CH2:5][S:6]([O-])(=[O:8])=[O:7].[Na+].S(Cl)([Cl:17])=O.CN(C)C=O. The catalyst is C1(C)C=CC=CC=1. The product is [Br:1][C:2]1[CH:13]=[CH:12][CH:11]=[CH:10][C:3]=1[CH2:4][CH2:5][S:6]([Cl:17])(=[O:8])=[O:7]. The yield is 0.880. (7) The reactants are [NH2:1][C:2]1[CH:7]=[CH:6][CH:5]=[CH:4][N:3]=1.C[Si]([N-][Si](C)(C)C)(C)C.[K+].Cl[CH2:19][C:20]1[C:21]([C:26]2[CH:31]=[CH:30][CH:29]=[CH:28][CH:27]=2)=[N:22][O:23][C:24]=1[CH3:25]. The catalyst is C1COCC1.C(OCC)(=O)C. The product is [CH3:25][C:24]1[O:23][N:22]=[C:21]([C:26]2[CH:27]=[CH:28][CH:29]=[CH:30][CH:31]=2)[C:20]=1[CH2:19][NH:1][C:2]1[CH:7]=[CH:6][CH:5]=[CH:4][N:3]=1. The yield is 0.180.